Dataset: Full USPTO retrosynthesis dataset with 1.9M reactions from patents (1976-2016). Task: Predict the reactants needed to synthesize the given product. (1) Given the product [CH3:38][O:37][C:34]1[CH:35]=[CH:36][C:31]([C:25]2[C:26](=[O:27])[C:13]3[C:14]4[CH:15]=[CH:16][CH:17]=[CH:18][C:19]=4[CH:20]=[C:11]([O:10][CH2:7][CH2:8][CH3:9])[C:12]=3[NH:21][C:22]=2[CH3:23])=[CH:32][CH:33]=1, predict the reactants needed to synthesize it. The reactants are: C1C=CC=CC=1.[CH2:7]([O:10][C:11]1[C:12]([NH2:21])=[CH:13][C:14]2[C:19]([CH:20]=1)=[CH:18][CH:17]=[CH:16][CH:15]=2)[CH2:8][CH3:9].[C:22]([CH:25]([C:31]1[CH:36]=[CH:35][C:34]([O:37][CH3:38])=[CH:33][CH:32]=1)[C:26](OCC)=[O:27])(=O)[CH3:23].C(OCC)(=O)C. (2) Given the product [CH2:17]([NH:20][C:2]1[N:3]=[C:4]([NH:15][CH3:16])[C:5]2[N:11]=[C:10]([NH:3][CH2:4][CH:5]=[CH2:6])[N:9]=[C:8]([NH:13][CH3:14])[C:6]=2[N:7]=1)[CH:18]=[CH2:19], predict the reactants needed to synthesize it. The reactants are: Cl[C:2]1[N:3]=[C:4]([NH:15][CH3:16])[C:5]2[N:11]=[C:10](Cl)[N:9]=[C:8]([NH:13][CH3:14])[C:6]=2[N:7]=1.[CH2:17]([NH2:20])[CH:18]=[CH2:19].C([O-])(O)=O.[Na+]. (3) Given the product [N:1]1[C:10]2[C:5](=[N:6][CH:7]=[CH:8][CH:9]=2)[CH:4]=[CH:3][C:2]=1[CH2:11][CH2:12][N:13]1[C:22](=[O:23])[N:16]2[CH:17]=[CH:18][CH:19]=[C:20]([C:27]3[CH:28]=[CH:29][N:24]=[CH:25][CH:26]=3)[C:15]2=[N:14]1, predict the reactants needed to synthesize it. The reactants are: [N:1]1[C:10]2[C:5](=[N:6][CH:7]=[CH:8][CH:9]=2)[CH:4]=[CH:3][C:2]=1[CH2:11][CH2:12][N:13]1[C:22](=[O:23])[N:16]2[CH:17]=[CH:18][CH:19]=[C:20](Br)[C:15]2=[N:14]1.[N:24]1[CH:29]=[CH:28][C:27](B(O)O)=[CH:26][CH:25]=1.C([O-])([O-])=O.[Cs+].[Cs+]. (4) Given the product [Cl:13][C:9]1[CH:8]=[C:7]2[C:12]([C:3]([C:17]3[CH:18]=[CH:19][C:20]([C:22]([F:25])([F:24])[F:23])=[CH:21][C:16]=3[O:15][CH3:14])=[CH:4][N:5]=[N:6]2)=[CH:11][CH:10]=1, predict the reactants needed to synthesize it. The reactants are: Cl.Cl[C:3]1[C:12]2[C:7](=[CH:8][C:9]([Cl:13])=[CH:10][CH:11]=2)[N:6]=[N:5][CH:4]=1.[CH3:14][O:15][C:16]1[CH:21]=[C:20]([C:22]([F:25])([F:24])[F:23])[CH:19]=[CH:18][C:17]=1B(O)O.C(=O)([O-])[O-].[K+].[K+].O1CCOCC1. (5) Given the product [F:27][C:15]1[CH:14]=[C:13]([C:4]2[CH:3]=[C:2]([C:31]3[C:32]([O:35][CH3:36])=[N:33][CH:34]=[C:29]([F:28])[CH:30]=3)[C:7]([O:8][CH2:9][CH:10]([CH3:12])[CH3:11])=[N:6][CH:5]=2)[C:25]([F:26])=[CH:24][C:16]=1[C:17]([NH:19][S:20]([CH3:23])(=[O:22])=[O:21])=[O:18], predict the reactants needed to synthesize it. The reactants are: Br[C:2]1[CH:3]=[C:4]([C:13]2[C:25]([F:26])=[CH:24][C:16]([C:17]([NH:19][S:20]([CH3:23])(=[O:22])=[O:21])=[O:18])=[C:15]([F:27])[CH:14]=2)[CH:5]=[N:6][C:7]=1[O:8][CH2:9][CH:10]([CH3:12])[CH3:11].[F:28][C:29]1[CH:30]=[C:31](B(O)O)[C:32]([O:35][CH3:36])=[N:33][CH:34]=1.C(=O)([O-])[O-].[K+].[K+].O1CCOCC1.